Dataset: Catalyst prediction with 721,799 reactions and 888 catalyst types from USPTO. Task: Predict which catalyst facilitates the given reaction. Reactant: [Br:1][C:2]1[CH:3]=[C:4](/[CH:9]=[CH:10]/[C:11]([N:13]([C:15]2([C:28]([OH:30])=O)[CH2:20][CH2:19][N:18]([C:21]([O:23][C:24]([CH3:27])([CH3:26])[CH3:25])=[O:22])[CH2:17][CH2:16]2)[CH3:14])=[O:12])[CH:5]=[CH:6][C:7]=1[F:8].Cl.[F:32][C:33]1[CH:44]=[C:43]2[C:36]([NH:37][CH:38]=[C:39]2[CH2:40][CH2:41][NH2:42])=[CH:35][CH:34]=1.C(N(C(C)C)CC)(C)C.F[P-](F)(F)(F)(F)F.N1(OC(N(C)C)=[N+](C)C)C2N=CC=CC=2N=N1. Product: [Br:1][C:2]1[CH:3]=[C:4](/[CH:9]=[CH:10]/[C:11]([N:13]([C:15]2([C:28](=[O:30])[NH:42][CH2:41][CH2:40][C:39]3[C:43]4[C:36](=[CH:35][CH:34]=[C:33]([F:32])[CH:44]=4)[NH:37][CH:38]=3)[CH2:16][CH2:17][N:18]([C:21]([O:23][C:24]([CH3:26])([CH3:27])[CH3:25])=[O:22])[CH2:19][CH2:20]2)[CH3:14])=[O:12])[CH:5]=[CH:6][C:7]=1[F:8]. The catalyst class is: 3.